From a dataset of NCI-60 drug combinations with 297,098 pairs across 59 cell lines. Regression. Given two drug SMILES strings and cell line genomic features, predict the synergy score measuring deviation from expected non-interaction effect. Drug 1: CCC(=C(C1=CC=CC=C1)C2=CC=C(C=C2)OCCN(C)C)C3=CC=CC=C3.C(C(=O)O)C(CC(=O)O)(C(=O)O)O. Drug 2: CC1CCC2CC(C(=CC=CC=CC(CC(C(=O)C(C(C(=CC(C(=O)CC(OC(=O)C3CCCCN3C(=O)C(=O)C1(O2)O)C(C)CC4CCC(C(C4)OC)O)C)C)O)OC)C)C)C)OC. Cell line: MDA-MB-435. Synergy scores: CSS=13.8, Synergy_ZIP=-3.81, Synergy_Bliss=3.11, Synergy_Loewe=-9.49, Synergy_HSA=3.06.